Dataset: Peptide-MHC class I binding affinity with 185,985 pairs from IEDB/IMGT. Task: Regression. Given a peptide amino acid sequence and an MHC pseudo amino acid sequence, predict their binding affinity value. This is MHC class I binding data. (1) The peptide sequence is NTYLFNILY. The MHC is HLA-A02:03 with pseudo-sequence HLA-A02:03. The binding affinity (normalized) is 0.321. (2) The peptide sequence is MEDCPNEGV. The MHC is HLA-B27:03 with pseudo-sequence HLA-B27:03. The binding affinity (normalized) is 0.0847. (3) The peptide sequence is FQPQIGQFI. The MHC is H-2-Kb with pseudo-sequence H-2-Kb. The binding affinity (normalized) is 0.0258. (4) The peptide sequence is CLSLSNLDFR. The MHC is HLA-A31:01 with pseudo-sequence HLA-A31:01. The binding affinity (normalized) is 0.715. (5) The peptide sequence is STSRSYMSF. The MHC is HLA-B08:02 with pseudo-sequence HLA-B08:02. The binding affinity (normalized) is 0.0847. (6) The peptide sequence is TFVPIAWAAAY. The MHC is HLA-B07:02 with pseudo-sequence HLA-B07:02. The binding affinity (normalized) is 0.0847. (7) The peptide sequence is RYQAQQVEW. The MHC is SLA-20401 with pseudo-sequence SLA-20401. The binding affinity (normalized) is 0.310.